Dataset: Full USPTO retrosynthesis dataset with 1.9M reactions from patents (1976-2016). Task: Predict the reactants needed to synthesize the given product. (1) The reactants are: Br[C:2]1[N:3]=[C:4]2[C:10]([C:11]([NH:13][C:14]([CH3:18])([CH3:17])[CH2:15][OH:16])=[O:12])=[CH:9][N:8]([CH2:19][O:20][CH2:21][CH2:22][Si:23]([CH3:26])([CH3:25])[CH3:24])[C:5]2=[N:6][CH:7]=1.[I-].[Na+].CN[C@@H]1CCCC[C@H]1NC.[F:39][C:40]1[CH:41]=[C:42]2[C:46](=[CH:47][CH:48]=1)[NH:45][N:44]=[CH:43]2.[O-]P([O-])([O-])=O.[K+].[K+].[K+]. Given the product [F:39][C:40]1[CH:41]=[C:42]2[C:46](=[CH:47][CH:48]=1)[N:45]([C:2]1[N:3]=[C:4]3[C:10]([C:11]([NH:13][C:14]([CH3:18])([CH3:17])[CH2:15][OH:16])=[O:12])=[CH:9][N:8]([CH2:19][O:20][CH2:21][CH2:22][Si:23]([CH3:26])([CH3:25])[CH3:24])[C:5]3=[N:6][CH:7]=1)[N:44]=[CH:43]2, predict the reactants needed to synthesize it. (2) The reactants are: Cl.[F:2][C:3]([F:14])([F:13])[O:4][C:5]1[CH:10]=[CH:9][C:8]([NH:11]N)=[CH:7][CH:6]=1.Cl.[CH3:16][N:17]1[CH2:22][CH2:21][C:20](=O)[CH2:19][CH2:18]1. Given the product [CH3:16][N:17]1[CH2:22][CH2:21][C:20]2[NH:11][C:8]3[CH:7]=[CH:6][C:5]([O:4][C:3]([F:14])([F:13])[F:2])=[CH:10][C:9]=3[C:19]=2[CH2:18]1, predict the reactants needed to synthesize it. (3) Given the product [Cl:24][C:16]1[C:15](=[O:19])[N:14]([CH2:20][CH3:21])[C:13]2[N:9]([C:3]3[CH:4]=[CH:5][C:6]([F:8])=[CH:7][C:2]=3[F:1])[N:10]=[CH:11][C:12]=2[N:17]=1, predict the reactants needed to synthesize it. The reactants are: [F:1][C:2]1[CH:7]=[C:6]([F:8])[CH:5]=[CH:4][C:3]=1[N:9]1[C:13]2[N:14]([CH2:20][CH3:21])[C:15](=[O:19])[C:16](=O)[NH:17][C:12]=2[CH:11]=[N:10]1.O=P(Cl)(Cl)[Cl:24].C(N(CC)C(C)C)(C)C. (4) The reactants are: CO.[CH2:3]([N:7]1[C:20](=[O:21])[C:19]2[C:14](=[CH:15][CH:16]=[CH:17][CH:18]=2)[C:13]2[CH:12]=[C:11](/[CH:22]=[CH:23]/[C:24]3[CH:29]=[CH:28][CH:27]=[CH:26][CH:25]=3)[CH:10]=[CH:9][C:8]1=2)[CH2:4][CH2:5][CH3:6].[H][H]. Given the product [CH2:3]([N:7]1[C:20](=[O:21])[C:19]2[C:14](=[CH:15][CH:16]=[CH:17][CH:18]=2)[C:13]2[CH:12]=[C:11]([CH2:22][CH2:23][C:24]3[CH:25]=[CH:26][CH:27]=[CH:28][CH:29]=3)[CH:10]=[CH:9][C:8]1=2)[CH2:4][CH2:5][CH3:6], predict the reactants needed to synthesize it. (5) Given the product [OH:8][N:9]1[C:18]2[C:13](=[CH:14][CH:15]=[CH:16][N:17]=2)[C:12]([N:19]2[CH2:24][CH2:23][CH:22]([N:25]3[CH2:30][CH2:29][O:28][CH2:27][CH2:26]3)[CH2:21][CH2:20]2)=[CH:11][CH2:10]1, predict the reactants needed to synthesize it. The reactants are: C([O:8][N:9]1[C:18]2[C:13](=[CH:14][CH:15]=[CH:16][N:17]=2)[C:12]([N:19]2[CH2:24][CH2:23][CH:22]([N:25]3[CH2:30][CH2:29][O:28][CH2:27][CH2:26]3)[CH2:21][CH2:20]2)=[CH:11][CH2:10]1)C1C=CC=CC=1. (6) Given the product [F:25][C:26]1[CH:27]=[C:28]([C:29]([N:14]2[CH2:15][CH2:16][CH2:17][CH:12]([C:9]3[N:8]=[C:7]([C:3]4[NH:2][CH:6]=[CH:5][CH:4]=4)[O:11][N:10]=3)[CH2:13]2)=[O:30])[CH:32]=[CH:33][C:34]=1[F:35], predict the reactants needed to synthesize it. The reactants are: Cl.[NH:2]1[CH:6]=[CH:5][CH:4]=[C:3]1[C:7]1[O:11][N:10]=[C:9]([CH:12]2[CH2:17][CH2:16][CH2:15][NH:14][CH2:13]2)[N:8]=1.C(N(CC)CC)C.[F:25][C:26]1[CH:27]=[C:28]([CH:32]=[CH:33][C:34]=1[F:35])[C:29](Cl)=[O:30].O. (7) Given the product [Cl:28][C:24]1[CH:23]=[C:22]([CH:27]=[CH:26][CH:25]=1)[CH2:21][NH:20][C:16]1[N:15]=[C:14]([N:11]2[CH2:10][CH2:9][NH:8][CH2:13][CH2:12]2)[CH:19]=[N:18][CH:17]=1, predict the reactants needed to synthesize it. The reactants are: C(OC([N:8]1[CH2:13][CH2:12][N:11]([C:14]2[CH:19]=[N:18][CH:17]=[C:16]([NH:20][CH2:21][C:22]3[CH:27]=[CH:26][CH:25]=[C:24]([Cl:28])[CH:23]=3)[N:15]=2)[CH2:10][CH2:9]1)=O)(C)(C)C.FC(F)(F)C(O)=O.[OH-].[Na+].